From a dataset of Forward reaction prediction with 1.9M reactions from USPTO patents (1976-2016). Predict the product of the given reaction. (1) Given the reactants [C:1]([N:4]1[C:13]2[C:12](=[O:14])[NH:11][CH:10]=[CH:9][C:8]=2[C@H:7]([NH:15][C:16](=[O:25])[O:17][CH2:18][C:19]2[CH:24]=[CH:23][CH:22]=[CH:21][CH:20]=2)[C@@H:6]([CH3:26])[C@@H:5]1[CH2:27][CH2:28][CH3:29])(=[O:3])[CH3:2].[S:30](O[S:30]([C:33]([F:36])([F:35])[F:34])(=[O:32])=[O:31])([C:33]([F:36])([F:35])[F:34])(=[O:32])=[O:31], predict the reaction product. The product is: [F:34][C:33]([F:36])([F:35])[S:30]([O:14][C:12]1[N:11]=[CH:10][CH:9]=[C:8]2[C:13]=1[N:4]([C:1](=[O:3])[CH3:2])[CH:5]([CH2:27][CH2:28][CH3:29])[CH:6]([CH3:26])[CH:7]2[NH:15][C:16]([O:17][CH2:18][C:19]1[CH:20]=[CH:21][CH:22]=[CH:23][CH:24]=1)=[O:25])(=[O:32])=[O:31]. (2) Given the reactants Cl.Cl.[NH2:3][C@@H:4]1[C:18](=[O:19])[N:17]2[CH2:20][C@H:21]([O:23][C:24]3[C:33]4[C:28](=[C:29]([CH3:36])[C:30]([O:34][CH3:35])=[CH:31][CH:32]=4)[N:27]=[C:26]([C:37]4[S:38][CH:39]=[C:40]([CH:42]([CH3:44])[CH3:43])[N:41]=4)[CH:25]=3)[CH2:22][C@H:16]2[C:15](=[O:45])[NH:14][C@:13]2([C:47]([NH:49][S:50]([CH:53]3[CH2:55][CH2:54]3)(=[O:52])=[O:51])=[O:48])[CH2:46][C@H:12]2[CH:11]=[CH:10][CH2:9][CH2:8][CH2:7][CH2:6][CH2:5]1.C(N(CC)C(C)C)(C)C.ClC(Cl)(O[C:69](=[O:75])OC(Cl)(Cl)Cl)Cl.[NH:77]1[CH2:82][CH2:81][S:80](=[O:84])(=[O:83])[CH2:79][CH2:78]1, predict the reaction product. The product is: [CH:53]1([S:50]([NH:49][C:47]([C@@:13]23[CH2:46][C@H:12]2[CH:11]=[CH:10][CH2:9][CH2:8][CH2:7][CH2:6][CH2:5][C@H:4]([NH:3][C:69]([N:77]2[CH2:82][CH2:81][S:80](=[O:84])(=[O:83])[CH2:79][CH2:78]2)=[O:75])[C:18](=[O:19])[N:17]2[CH2:20][C@H:21]([O:23][C:24]4[C:33]5[C:28](=[C:29]([CH3:36])[C:30]([O:34][CH3:35])=[CH:31][CH:32]=5)[N:27]=[C:26]([C:37]5[S:38][CH:39]=[C:40]([CH:42]([CH3:43])[CH3:44])[N:41]=5)[CH:25]=4)[CH2:22][C@H:16]2[C:15](=[O:45])[NH:14]3)=[O:48])(=[O:51])=[O:52])[CH2:54][CH2:55]1. (3) The product is: [CH2:1]([C:4]1[CH2:10][C@@H:11]2[C@H:6]([CH:5]=1)[C:7](=[CH:34][C:35]([O:37][C:38]([CH3:41])([CH3:40])[CH3:39])=[O:36])[CH2:12]2)[CH:2]=[CH2:3]. Given the reactants [CH2:1]([CH:4]([CH2:10][CH:11]=[CH2:12])[CH:5]=[CH:6][C:7](O)=O)[CH:2]=[CH2:3].C(Cl)(=O)C(Cl)=O.C(N(CC)CC)C.[H-].[Na+].COP([CH2:34][C:35]([O:37][C:38]([CH3:41])([CH3:40])[CH3:39])=[O:36])(OC)=O, predict the reaction product. (4) Given the reactants Cl.[CH3:2][O:3][C:4](=[O:30])[C@@H:5]([NH:8][C:9]([C:11]1[C:12]([CH3:29])=[N:13][C:14]([NH:18][CH2:19][CH2:20][CH2:21][C:22]2[CH:27]=[CH:26][CH:25]=[C:24]([OH:28])[CH:23]=2)=[N:15][C:16]=1[CH3:17])=[O:10])[CH2:6][NH2:7].[Cl:31][C:32]1[S:36][C:35]([C:37](O)=[O:38])=[CH:34][CH:33]=1.C(N(CC)CC)C.CN(C(ON1N=NC2C=CC=CC1=2)=[N+](C)C)C.F[P-](F)(F)(F)(F)F.C1C=CC2N(O)N=NC=2C=1, predict the reaction product. The product is: [CH3:2][O:3][C:4](=[O:30])[C@@H:5]([NH:8][C:9]([C:11]1[C:12]([CH3:29])=[N:13][C:14]([NH:18][CH2:19][CH2:20][CH2:21][C:22]2[CH:27]=[CH:26][CH:25]=[C:24]([OH:28])[CH:23]=2)=[N:15][C:16]=1[CH3:17])=[O:10])[CH2:6][NH:7][C:37]([C:35]1[S:36][C:32]([Cl:31])=[CH:33][CH:34]=1)=[O:38]. (5) Given the reactants [NH2:1][C:2]1[CH:3]=[C:4]([CH:8]=[C:9](Br)[CH:10]=1)[C:5]([OH:7])=[O:6].[CH3:12][O:13][C:14]1[N:19]=[C:18]([CH3:20])[CH:17]=[C:16](B(O)O)[CH:15]=1.C(=O)([O-])[O-].[K+].[K+], predict the reaction product. The product is: [NH2:1][C:2]1[CH:3]=[C:4]([CH:8]=[C:9]([C:16]2[CH:15]=[C:14]([O:13][CH3:12])[N:19]=[C:18]([CH3:20])[CH:17]=2)[CH:10]=1)[C:5]([OH:7])=[O:6].